The task is: Predict the product of the given reaction.. This data is from Forward reaction prediction with 1.9M reactions from USPTO patents (1976-2016). (1) Given the reactants Cl[C:2]1[N:10]=[CH:9][N:8]=[C:7]2[C:3]=1[NH:4][CH:5]=[N:6]2.[CH3:11][NH:12][CH2:13][CH2:14][OH:15].F[C:17]1[CH:22]=[CH:21][C:20]([N+:23]([O-])=O)=[CH:19][CH:18]=1.[Cl:26][C:27]1[CH:32]=[CH:31][C:30]([N:33]=[C:34]=[O:35])=[CH:29][C:28]=1[C:36]([F:39])([F:38])[F:37], predict the reaction product. The product is: [Cl:26][C:27]1[CH:32]=[CH:31][C:30]([NH:33][C:34]([NH:23][C:20]2[CH:21]=[CH:22][C:17]([N:6]3[CH:5]=[N:4][C:3]4[C:7]3=[N:8][CH:9]=[N:10][C:2]=4[N:12]([CH2:13][CH2:14][OH:15])[CH3:11])=[CH:18][CH:19]=2)=[O:35])=[CH:29][C:28]=1[C:36]([F:37])([F:38])[F:39]. (2) Given the reactants [Cl:1]C1C(C(F)(F)F)=CC=CC=1CNCC(C1C=CC=CC=1Cl)C.Cl[C:25]1[CH:30]=[CH:29][CH:28]=[CH:27][C:26]=1[CH:31]([CH3:61])[CH2:32][N:33]([CH2:46][CH2:47][CH2:48][O:49][C:50]1[CH2:51][C:52](=[CH:56][C:57]([O:59][CH3:60])=[O:58])[CH:53]=[CH:54][CH:55]=1)[CH2:34][C:35]1[CH:40]=[CH:39][CH:38]=[C:37]([C:41]([F:44])([F:43])[F:42])[C:36]=1[Cl:45], predict the reaction product. The product is: [Cl:1][C:30]1[CH:25]=[C:26]([CH:31]([CH3:61])[CH2:32][N:33]([CH2:46][CH2:47][CH2:48][O:49][C:50]2[CH2:51][C:52](=[CH:56][C:57]([O:59][CH3:60])=[O:58])[CH:53]=[CH:54][CH:55]=2)[CH2:34][C:35]2[CH:40]=[CH:39][CH:38]=[C:37]([C:41]([F:44])([F:43])[F:42])[C:36]=2[Cl:45])[CH:27]=[CH:28][CH:29]=1. (3) The product is: [CH3:33][O:38][C:29](=[O:30])[C@H:21]([CH2:22][C:23]1[CH:28]=[CH:27][C:26]([NH2:8])=[CH:25][CH:24]=1)[NH2:20]. Given the reactants Cl.C(O)C([NH2:8])(CO)CO.CC1C=CC(S([NH:20][C@H:21]([C:29](CCl)=[O:30])[CH2:22][C:23]2[CH:24]=[CH:25][CH:26]=[CH:27][CH:28]=2)(=O)=O)=CC=1.[CH2:33]([OH:38])CCCO, predict the reaction product. (4) Given the reactants [OH:1][C:2]1[C:7]2[C:8](=[O:23])[C:9](=[CH:11][C:12]3[C:20]4[C:15](=[CH:16][CH:17]=[C:18]([O:21][CH3:22])[CH:19]=4)[NH:14][CH:13]=3)[O:10][C:6]=2[CH:5]=[C:4]([OH:24])[CH:3]=1.O1CCOCC1, predict the reaction product. The product is: [OH:1][C:2]1[C:7]2[C:8](=[O:23])[CH:9]([CH2:11][C:12]3[C:20]4[C:15](=[CH:16][CH:17]=[C:18]([O:21][CH3:22])[CH:19]=4)[NH:14][CH:13]=3)[O:10][C:6]=2[CH:5]=[C:4]([OH:24])[CH:3]=1.